Task: Regression. Given two drug SMILES strings and cell line genomic features, predict the synergy score measuring deviation from expected non-interaction effect.. Dataset: NCI-60 drug combinations with 297,098 pairs across 59 cell lines (1) Drug 1: CCCS(=O)(=O)NC1=C(C(=C(C=C1)F)C(=O)C2=CNC3=C2C=C(C=N3)C4=CC=C(C=C4)Cl)F. Drug 2: C1=NC2=C(N1)C(=S)N=C(N2)N. Cell line: NCI-H522. Synergy scores: CSS=29.4, Synergy_ZIP=1.32, Synergy_Bliss=4.71, Synergy_Loewe=-3.50, Synergy_HSA=4.22. (2) Drug 1: C1CC(=O)NC(=O)C1N2C(=O)C3=CC=CC=C3C2=O. Drug 2: CC(C)NC(=O)C1=CC=C(C=C1)CNNC.Cl. Cell line: ACHN. Synergy scores: CSS=3.23, Synergy_ZIP=-0.867, Synergy_Bliss=1.12, Synergy_Loewe=1.52, Synergy_HSA=1.52. (3) Drug 1: CS(=O)(=O)C1=CC(=C(C=C1)C(=O)NC2=CC(=C(C=C2)Cl)C3=CC=CC=N3)Cl. Drug 2: CC1=C(C(=O)C2=C(C1=O)N3CC4C(C3(C2COC(=O)N)OC)N4)N. Cell line: NCI-H226. Synergy scores: CSS=26.2, Synergy_ZIP=3.62, Synergy_Bliss=8.09, Synergy_Loewe=2.22, Synergy_HSA=8.79. (4) Drug 1: COC1=NC(=NC2=C1N=CN2C3C(C(C(O3)CO)O)O)N. Drug 2: CC1=C(C(=CC=C1)Cl)NC(=O)C2=CN=C(S2)NC3=CC(=NC(=N3)C)N4CCN(CC4)CCO. Cell line: DU-145. Synergy scores: CSS=-3.11, Synergy_ZIP=2.19, Synergy_Bliss=1.24, Synergy_Loewe=-2.68, Synergy_HSA=-2.71. (5) Drug 1: C1=CC(=CC=C1C#N)C(C2=CC=C(C=C2)C#N)N3C=NC=N3. Drug 2: C1CN(P(=O)(OC1)NCCCl)CCCl. Cell line: BT-549. Synergy scores: CSS=-10.7, Synergy_ZIP=-2.17, Synergy_Bliss=-11.1, Synergy_Loewe=-11.6, Synergy_HSA=-10.3. (6) Drug 1: C#CCC(CC1=CN=C2C(=N1)C(=NC(=N2)N)N)C3=CC=C(C=C3)C(=O)NC(CCC(=O)O)C(=O)O. Drug 2: C1C(C(OC1N2C=NC3=C2NC=NCC3O)CO)O. Cell line: OVCAR3. Synergy scores: CSS=-1.64, Synergy_ZIP=-2.16, Synergy_Bliss=-9.18, Synergy_Loewe=-2.71, Synergy_HSA=-10.5. (7) Drug 1: CCC1=CC2CC(C3=C(CN(C2)C1)C4=CC=CC=C4N3)(C5=C(C=C6C(=C5)C78CCN9C7C(C=CC9)(C(C(C8N6C)(C(=O)OC)O)OC(=O)C)CC)OC)C(=O)OC.C(C(C(=O)O)O)(C(=O)O)O. Drug 2: C1=CC(=CC=C1C#N)C(C2=CC=C(C=C2)C#N)N3C=NC=N3. Cell line: HOP-92. Synergy scores: CSS=23.0, Synergy_ZIP=-8.03, Synergy_Bliss=-7.67, Synergy_Loewe=-7.61, Synergy_HSA=-5.14. (8) Drug 1: CC1OCC2C(O1)C(C(C(O2)OC3C4COC(=O)C4C(C5=CC6=C(C=C35)OCO6)C7=CC(=C(C(=C7)OC)O)OC)O)O. Drug 2: CC12CCC3C(C1CCC2OP(=O)(O)O)CCC4=C3C=CC(=C4)OC(=O)N(CCCl)CCCl.[Na+]. Cell line: OVCAR-8. Synergy scores: CSS=18.8, Synergy_ZIP=-3.75, Synergy_Bliss=-3.80, Synergy_Loewe=-30.7, Synergy_HSA=-3.01.